Dataset: Full USPTO retrosynthesis dataset with 1.9M reactions from patents (1976-2016). Task: Predict the reactants needed to synthesize the given product. (1) The reactants are: [CH3:1][O:2][C@H:3]1[CH2:8][CH2:7][CH2:6][C@@H:5]([C:9]2[N:10]=[CH:11][C:12]([NH2:15])=[N:13][CH:14]=2)[CH2:4]1.C1C(=O)N([Br:23])C(=O)C1. Given the product [Br:23][C:11]1[C:12]([NH2:15])=[N:13][CH:14]=[C:9]([C@@H:5]2[CH2:6][CH2:7][CH2:8][C@H:3]([O:2][CH3:1])[CH2:4]2)[N:10]=1, predict the reactants needed to synthesize it. (2) Given the product [C:1]([C:4]1[CH:5]=[C:6]([CH:26]=[CH:27][CH:28]=1)[CH2:7][C:8]1[S:9][C:10]2[C:16]([C:17]3[CH:18]=[C:19]([CH:23]=[CH:24][CH:25]=3)[C:20]([NH:33][CH2:32][CH2:31][O:30][CH3:29])=[O:21])=[CH:15][CH:14]=[CH:13][C:11]=2[CH:12]=1)(=[O:3])[CH3:2], predict the reactants needed to synthesize it. The reactants are: [C:1]([C:4]1[CH:5]=[C:6]([CH:26]=[CH:27][CH:28]=1)[CH2:7][C:8]1[S:9][C:10]2[C:16]([C:17]3[CH:18]=[C:19]([CH:23]=[CH:24][CH:25]=3)[C:20](O)=[O:21])=[CH:15][CH:14]=[CH:13][C:11]=2[CH:12]=1)(=[O:3])[CH3:2].[CH3:29][O:30][CH2:31][CH2:32][NH2:33]. (3) Given the product [CH3:11][N:12]1[N:18]=[C:17]([OH:19])[C:15](=[O:16])[N:14]=[C:13]1[S:20][CH2:21][C:22]1[CH2:43][S:42][C@@H:25]2[C@H:26]([NH:29][C:30](/[C:32](/[C:36]3[N:40]=[C:39]([NH2:41])[S:38][CH:37]=3)=[N:33]\[O:34][CH3:35])=[O:31])[C:27](=[O:28])[N:24]2[C:23]=1[C:44]([OH:46])=[O:45].[NH2:1][C@H:2]([C:8]([OH:10])=[O:9])[CH2:3][CH2:4][CH2:5][CH2:6][NH2:7], predict the reactants needed to synthesize it. The reactants are: [NH2:1][C@H:2]([C:8]([OH:10])=[O:9])[CH2:3][CH2:4][CH2:5][CH2:6][NH2:7].[CH3:11][N:12]1[N:18]=[C:17]([OH:19])[C:15](=[O:16])[N:14]=[C:13]1[S:20][CH2:21][C:22]1[CH2:43][S:42][C@@H:25]2[C@H:26]([NH:29][C:30](/[C:32](/[C:36]3[N:40]=[C:39]([NH2:41])[S:38][CH:37]=3)=[N:33]\[O:34][CH3:35])=[O:31])[C:27](=[O:28])[N:24]2[C:23]=1[C:44]([OH:46])=[O:45].N[C@H](C(O)=O)CCCNC(=N)N.Cl.CN1N=C(O)C(=O)N=C1SCC1CS[C@@H]2[C@H](NC(/C(/C3N=C(N)SC=3)=N\OC)=O)C(=O)N2C=1C(O)=O.N[C@H](C(O)=O)CCCNC(=N)N. (4) Given the product [Cl:26][C:27]1[CH:28]=[C:29]2[C:34](=[CH:35][CH:36]=1)[CH:33]=[C:32]([S:37]([NH:1][C@H:2]1[CH2:6][CH2:5][N:4]([C:7]3[CH:8]=[C:9]4[C:14](=[CH:15][CH:16]=3)[CH:13]([CH3:17])[N:12]([C:18]([O:20][C:21]([CH3:24])([CH3:23])[CH3:22])=[O:19])[CH2:11][CH2:10]4)[C:3]1=[O:25])(=[O:39])=[O:38])[CH:31]=[CH:30]2, predict the reactants needed to synthesize it. The reactants are: [NH2:1][C@H:2]1[CH2:6][CH2:5][N:4]([C:7]2[CH:8]=[C:9]3[C:14](=[CH:15][CH:16]=2)[CH:13]([CH3:17])[N:12]([C:18]([O:20][C:21]([CH3:24])([CH3:23])[CH3:22])=[O:19])[CH2:11][CH2:10]3)[C:3]1=[O:25].[Cl:26][C:27]1[CH:28]=[C:29]2[C:34](=[CH:35][CH:36]=1)[CH:33]=[C:32]([S:37](Cl)(=[O:39])=[O:38])[CH:31]=[CH:30]2. (5) Given the product [F:2][C:3]1[CH:8]=[CH:7][C:6]([NH:9][C:10]2[CH:15]=[CH:14][N:13]=[C:12]([NH:16][C:17]3[CH:22]=[CH:21][C:20]([S:23]([N:9]([CH2:6][CH2:5][CH3:4])[CH:31]4[CH2:30][CH2:29][N:28]([CH3:27])[CH2:33][CH2:32]4)(=[O:25])=[O:24])=[CH:19][CH:18]=3)[N:11]=2)=[CH:5][CH:4]=1, predict the reactants needed to synthesize it. The reactants are: Cl.[F:2][C:3]1[CH:8]=[CH:7][C:6]([NH:9][C:10]2[CH:15]=[CH:14][N:13]=[C:12]([NH:16][C:17]3[CH:22]=[CH:21][C:20]([S:23](Cl)(=[O:25])=[O:24])=[CH:19][CH:18]=3)[N:11]=2)=[CH:5][CH:4]=1.[CH3:27][N:28]1[CH2:33][CH2:32][CH:31](CCCN)[CH2:30][CH2:29]1. (6) The reactants are: [S:1]1[CH:5]=[CH:4][CH:3]=[C:2]1[C:6]([NH:8][CH2:9][C:10]([OH:12])=[O:11])=O.[CH3:13][O:14][C:15]1[CH:20]=[C:19]([CH:21]=O)[CH:18]=[CH:17][N:16]=1.C([O-])(=O)C.[Na+].C(OC(=O)C)(=O)C. Given the product [CH3:13][O:14][C:15]1[CH:20]=[C:19]([CH:21]=[C:9]2[C:10](=[O:11])[O:12][C:6]([C:2]3[S:1][CH:5]=[CH:4][CH:3]=3)=[N:8]2)[CH:18]=[CH:17][N:16]=1, predict the reactants needed to synthesize it. (7) Given the product [C:23]([O:26][C:4]1[CH:19]=[CH:18][C:17]([N+:20]([O-:22])=[O:21])=[CH:16][C:5]=1[C:6]1([O:15][C:35](=[O:36])[CH3:34])[C:7](=[O:14])[C:8]2[C:13](=[CH:12][CH:11]=[CH:10][CH:9]=2)[C:2]1=[O:3])(=[O:25])[CH3:24], predict the reactants needed to synthesize it. The reactants are: O[C:2]12[C:13]3[C:8](=[CH:9][CH:10]=[CH:11][CH:12]=3)[C:7](=[O:14])[C:6]1([OH:15])[C:5]1[CH:16]=[C:17]([N+:20]([O-:22])=[O:21])[CH:18]=[CH:19][C:4]=1[O:3]2.[C:23]([OH:26])(=[O:25])[CH3:24].N1C=CC=CC=1.C1C[O:36][CH2:35][CH2:34]1.